This data is from Full USPTO retrosynthesis dataset with 1.9M reactions from patents (1976-2016). The task is: Predict the reactants needed to synthesize the given product. (1) Given the product [Cl:17][C:14]1[CH:15]=[CH:16][C:11]([C:3]2[C:2]([O:24][CH2:23][CH:20]3[CH2:21][CH2:22][O:18][CH2:19]3)=[N:7][CH:6]=[C:5]([CH:4]=2)[C:8]([OH:10])=[O:9])=[CH:12][CH:13]=1, predict the reactants needed to synthesize it. The reactants are: Cl[C:2]1[N:7]=[CH:6][C:5]([C:8]([OH:10])=[O:9])=[CH:4][C:3]=1[C:11]1[CH:16]=[CH:15][C:14]([Cl:17])=[CH:13][CH:12]=1.[O:18]1[CH2:22][CH2:21][CH:20]([CH2:23][OH:24])[CH2:19]1. (2) Given the product [F:18][C:16]1[CH:17]=[C:12]([NH:11][C:10](=[O:20])[O:9][CH:6]([CH3:8])[CH3:7])[CH:13]=[C:14]([F:19])[C:15]=1[C:32]1([OH:35])[CH2:33][CH2:34][S:29][CH2:30][CH2:31]1, predict the reactants needed to synthesize it. The reactants are: C([Li])CCC.[CH:6]([O:9][C:10](=[O:20])[NH:11][C:12]1[CH:17]=[C:16]([F:18])[CH:15]=[C:14]([F:19])[CH:13]=1)([CH3:8])[CH3:7].CN(C)CCN(C)C.[S:29]1[CH2:34][CH2:33][C:32](=[O:35])[CH2:31][CH2:30]1. (3) Given the product [CH3:1][C:2]1[C:3]([NH:8][S:9]([C:12]2[S:13][CH:14]=[CH:15][C:16]=2[C:17]2[CH:18]=[CH:19][C:20]([CH2:23][N:24]3[C:33]4[C:28](=[C:29]([CH2:36][CH3:37])[N:30]=[C:31]([CH2:34][CH3:35])[CH:32]=4)[C:27]([O:55][C:52]4[CH:18]=[CH:17][CH:16]=[CH:15][CH:14]=4)=[CH:26][C:25]3=[O:44])=[CH:21][CH:22]=2)(=[O:11])=[O:10])=[N:4][O:5][C:6]=1[CH3:7], predict the reactants needed to synthesize it. The reactants are: [CH3:1][C:2]1[C:3]([N:8](COCCOC)[S:9]([C:12]2[S:13][CH:14]=[CH:15][C:16]=2[C:17]2[CH:22]=[CH:21][C:20]([CH:23](S)[N:24]3[C:33]4[C:28](=[C:29]([CH2:36][CH3:37])[N:30]=[C:31]([CH2:34][CH3:35])[CH:32]=4)[C:27](C4C=CC=CC=4)=[CH:26][C:25]3=[O:44])=[CH:19][CH:18]=2)(=[O:11])=[O:10])=[N:4][O:5][C:6]=1[CH3:7].[C:52](=[O:55])(O)[O-].[Na+]. (4) The reactants are: NC[C:3]1([C:11]2[CH:16]=[CH:15][C:14]([Cl:17])=[C:13]([Cl:18])[CH:12]=2)[CH2:8][CH2:7][CH2:6][C:5]([CH3:10])([OH:9])[CH2:4]1.C[CH2:20][N:21](CC)CC.[O:26](C(OC(C)(C)C)=O)[C:27]([O:29][C:30]([CH3:33])([CH3:32])[CH3:31])=O. Given the product [Cl:18][C:13]1[CH:12]=[C:11]([C:3]2([N:21]([CH3:20])[C:27](=[O:26])[O:29][C:30]([CH3:33])([CH3:32])[CH3:31])[CH2:8][CH2:7][CH2:6][C:5]([OH:9])([CH3:10])[CH2:4]2)[CH:16]=[CH:15][C:14]=1[Cl:17], predict the reactants needed to synthesize it. (5) Given the product [CH3:29][N:30]([CH3:31])[C:7]1[C:12]2[CH2:13][O:14][C@@H:15]3[C@H:19]([C:11]=2[CH:10]=[CH:9][CH:8]=1)[CH2:18][N:17]([C:20]([O:22][C:23]([CH3:26])([CH3:25])[CH3:24])=[O:21])[CH2:16]3, predict the reactants needed to synthesize it. The reactants are: FC(F)(F)S(O[C:7]1[C:12]2[CH2:13][O:14][C@@H:15]3[C@H:19]([C:11]=2[CH:10]=[CH:9][CH:8]=1)[CH2:18][N:17]([C:20]([O:22][C:23]([CH3:26])([CH3:25])[CH3:24])=[O:21])[CH2:16]3)(=O)=O.[CH3:29][NH:30][CH3:31].C1COCC1.CC(C)([O-])C.[Na+].C1C=CC(P(C2C(C3C(P(C4C=CC=CC=4)C4C=CC=CC=4)=CC=C4C=3C=CC=C4)=C3C(C=CC=C3)=CC=2)C2C=CC=CC=2)=CC=1. (6) Given the product [Br:3][C:4]1[CH:5]=[C:6]([CH:20]=[CH:21][C:22]=1[F:23])[C:7]([C:9]1[CH:18]=[C:17]([CH3:19])[C:12]2[N:13]([CH3:25])[C:14](=[O:16])[O:15][C:11]=2[CH:10]=1)=[O:8], predict the reactants needed to synthesize it. The reactants are: [H-].[Na+].[Br:3][C:4]1[CH:5]=[C:6]([CH:20]=[CH:21][C:22]=1[F:23])[C:7]([C:9]1[CH:18]=[C:17]([CH3:19])[C:12]2[NH:13][C:14](=[O:16])[O:15][C:11]=2[CH:10]=1)=[O:8].I[CH3:25].